The task is: Regression. Given a target protein amino acid sequence and a drug SMILES string, predict the binding affinity score between them. We predict pIC50 (pIC50 = -log10(IC50 in M); higher means more potent). Dataset: bindingdb_ic50.. This data is from Drug-target binding data from BindingDB using IC50 measurements. (1) The drug is COC(=O)c1cccc(-c2sc(NC(=O)c3c(F)cccc3F)cc2C)c1. The target protein (P60568) has sequence MYRMQLLSCIALSLALVTNSAPTSSSTKKTQLQLEHLLLDLQMILNGINNYKNPKLTRMLTFKFYMPKKATELKHLQCLEEELKPLEEVLNLAQSKNFHLRPRDLISNINVIVLELKGSETTFMCEYADETATIVEFLNRWITFCQSIISTLT. The pIC50 is 7.1. (2) The small molecule is N#Cc1nc(Nc2cccc(Cl)c2)nc(NC2CCCC2)n1. The target protein (P31944) has sequence MSNPRSLEEEKYDMSGARLALILCVTKAREGSEEDLDALEHMFRQLRFESTMKRDPTAEQFQEELEKFQQAIDSREDPVSCAFVVLMAHGREGFLKGEDGEMVKLENLFEALNNKNCQALRAKPKVYIIQACRGEQRDPGETVGGDEIVMVIKDSPQTIPTYTDALHVYSTVEGYIAYRHDQKGSCFIQTLVDVFTKRKGHILELLTEVTRRMAEAELVQEGKARKTNPEIQSTLRKRLYLQ. The pIC50 is 4.8.